Dataset: Catalyst prediction with 721,799 reactions and 888 catalyst types from USPTO. Task: Predict which catalyst facilitates the given reaction. (1) Reactant: [CH:1]1[C:14]2[C:13]3[C:8](=[CH:9][CH:10]=[CH:11][CH:12]=3)[C:7](=O)[NH:6][C:5]=2[CH:4]=[CH:3][CH:2]=1. Product: [CH:1]1[C:14]2[C:13]3[C:8](=[CH:9][CH:10]=[CH:11][CH:12]=3)[CH2:7][NH:6][C:5]=2[CH:4]=[CH:3][CH:2]=1. The catalyst class is: 1. (2) Reactant: C[O:2][C:3]1(OC)[CH2:6][CH:5]([CH2:7][N:8]2[CH2:12][CH2:11][CH2:10][CH2:9]2)[CH2:4]1.CC(C)=O.O.C1(C)C=CC(S(O)(=O)=O)=CC=1. Product: [N:8]1([CH2:7][CH:5]2[CH2:4][C:3](=[O:2])[CH2:6]2)[CH2:12][CH2:11][CH2:10][CH2:9]1. The catalyst class is: 6. (3) Reactant: [N:1]([CH:4]([C:6]1[C:7]([O:25][CH3:26])=[C:8]([CH:14]2[CH2:17][N:16]([C:18]([O:20][C:21]([CH3:24])([CH3:23])[CH3:22])=[O:19])[CH2:15]2)[C:9]([F:13])=[C:10]([Cl:12])[CH:11]=1)[CH3:5])=[N+]=[N-].CP(C)C. Product: [NH2:1][CH:4]([C:6]1[C:7]([O:25][CH3:26])=[C:8]([CH:14]2[CH2:17][N:16]([C:18]([O:20][C:21]([CH3:23])([CH3:22])[CH3:24])=[O:19])[CH2:15]2)[C:9]([F:13])=[C:10]([Cl:12])[CH:11]=1)[CH3:5]. The catalyst class is: 20. (4) Reactant: [F:1][C:2]([F:19])([F:18])[C:3](=O)[CH:4]=[CH:5][C:6](=[CH:11][N:12]1CCCC1)[CH:7]([S:9][CH3:10])[CH3:8].C(N(CC)CC)C.Cl.N[OH:29]. Product: [CH3:10][S:9][CH:7]([C:6]1[CH:5]=[CH:4][C:3]([C:2]([F:19])([F:18])[F:1])=[N+:12]([O-:29])[CH:11]=1)[CH3:8]. The catalyst class is: 11. (5) Reactant: [C:1]([O:4][CH2:5][CH2:6][C:7]1[CH:12]=[CH:11][C:10](Br)=[CH:9][CH:8]=1)(=[O:3])[CH3:2].[CH:14]([C:16]1[CH:21]=[CH:20][CH:19]=[CH:18][C:17]=1B(O)O)=[O:15].[F-].[Cs+]. Product: [C:1]([O:4][CH2:5][CH2:6][C:7]1[CH:12]=[CH:11][C:10]([C:17]2[C:16]([CH:14]=[O:15])=[CH:21][CH:20]=[CH:19][CH:18]=2)=[CH:9][CH:8]=1)(=[O:3])[CH3:2]. The catalyst class is: 108. (6) Reactant: [NH2:1][C:2]1[CH:7]=[CH:6][CH:5]=[C:4]([CH3:8])[N:3]=1.[CH:9](=O)[CH3:10].C(O[BH-](OC(=O)C)OC(=O)C)(=O)C.[Na+]. Product: [CH2:9]([NH:1][C:2]1[CH:7]=[CH:6][CH:5]=[C:4]([CH3:8])[N:3]=1)[CH3:10]. The catalyst class is: 130.